Dataset: Forward reaction prediction with 1.9M reactions from USPTO patents (1976-2016). Task: Predict the product of the given reaction. (1) Given the reactants [C:1]([O:5][C:6](=[O:27])[NH:7][C:8]1([C:23](=[N:25][OH:26])[NH2:24])[CH2:13][CH2:12][CH:11]([CH2:14][O:15][Si:16]([C:19]([CH3:22])([CH3:21])[CH3:20])([CH3:18])[CH3:17])[CH2:10][CH2:9]1)([CH3:4])([CH3:3])[CH3:2].[C:28]([C:34]([O:36][CH3:37])=[O:35])#[C:29][C:30]([O:32][CH3:33])=[O:31], predict the reaction product. The product is: [NH2:24][C:23](=[N:25][O:26][C:29](=[CH:28][C:34]([O:36][CH3:37])=[O:35])[C:30]([O:32][CH3:33])=[O:31])[C:8]1([NH:7][C:6]([O:5][C:1]([CH3:2])([CH3:3])[CH3:4])=[O:27])[CH2:9][CH2:10][CH:11]([CH2:14][O:15][Si:16]([C:19]([CH3:20])([CH3:21])[CH3:22])([CH3:17])[CH3:18])[CH2:12][CH2:13]1. (2) Given the reactants [C:1]([O:20][CH2:21][C@H:22]1[C@H:26]([CH2:27][O:28][C:29](=[O:47])[CH2:30][CH2:31][CH2:32][CH2:33][CH2:34][CH2:35][CH2:36]/[CH:37]=[CH:38]\[CH2:39]/[CH:40]=[CH:41]\[CH2:42][CH2:43][CH2:44][CH2:45][CH3:46])[CH2:25][NH:24][CH2:23]1)(=[O:19])[CH2:2][CH2:3][CH2:4][CH2:5][CH2:6][CH2:7][CH2:8]/[CH:9]=[CH:10]\[CH2:11]/[CH:12]=[CH:13]\[CH2:14][CH2:15][CH2:16][CH2:17][CH3:18].C=O.[C:50](O[BH-](OC(=O)C)OC(=O)C)(=O)C.[Na+].C(=O)([O-])O.[Na+], predict the reaction product. The product is: [CH3:50][N:24]1[CH2:25][C@@H:26]([CH2:27][O:28][C:29](=[O:47])[CH2:30][CH2:31][CH2:32][CH2:33][CH2:34][CH2:35][CH2:36]/[CH:37]=[CH:38]\[CH2:39]/[CH:40]=[CH:41]\[CH2:42][CH2:43][CH2:44][CH2:45][CH3:46])[C@H:22]([CH2:21][O:20][C:1](=[O:19])[CH2:2][CH2:3][CH2:4][CH2:5][CH2:6][CH2:7][CH2:8]/[CH:9]=[CH:10]\[CH2:11]/[CH:12]=[CH:13]\[CH2:14][CH2:15][CH2:16][CH2:17][CH3:18])[CH2:23]1. (3) Given the reactants C([O:3][C:4](=O)[C:5]([NH:27]C(=O)C)([CH2:11][CH2:12][C:13]1[CH:18]=[CH:17][C:16]([CH2:19][CH2:20][CH2:21][CH2:22][CH2:23][CH2:24][CH2:25][CH3:26])=[CH:15][CH:14]=1)[C:6](OCC)=[O:7])C.[Cl-].[Cl-].[Ca+2].[BH4-].[Na+].Cl.[OH-].[Na+], predict the reaction product. The product is: [CH3:26][CH2:25][CH2:24][CH2:23][CH2:22][CH2:21][CH2:20][CH2:19][C:16]1[CH:17]=[CH:18][C:13]([CH2:12][CH2:11][C:5]([NH2:27])([CH2:4][OH:3])[CH2:6][OH:7])=[CH:14][CH:15]=1.